This data is from CYP2C19 inhibition data for predicting drug metabolism from PubChem BioAssay. The task is: Regression/Classification. Given a drug SMILES string, predict its absorption, distribution, metabolism, or excretion properties. Task type varies by dataset: regression for continuous measurements (e.g., permeability, clearance, half-life) or binary classification for categorical outcomes (e.g., BBB penetration, CYP inhibition). Dataset: cyp2c19_veith. The compound is N[C@@H]1[C@@H]2[C@@H]3C[C@H]4N(CC[C@@]14C(=O)C(=O)O)CC3=CCO[C@@H]2CC(=O)O. The result is 0 (non-inhibitor).